This data is from Full USPTO retrosynthesis dataset with 1.9M reactions from patents (1976-2016). The task is: Predict the reactants needed to synthesize the given product. (1) Given the product [CH:28]1([C:26]#[C:27][C:2]2[C:23]([O:24][CH3:25])=[CH:22][C:5]([C:6]([NH:8][S:9]([C:12]3[CH:17]=[CH:16][CH:15]=[CH:14][C:13]=3[S:18](=[O:21])(=[O:20])[NH2:19])(=[O:11])=[O:10])=[O:7])=[CH:4][N:3]=2)[CH2:32][CH2:31][CH2:30][CH2:29]1, predict the reactants needed to synthesize it. The reactants are: Cl[C:2]1[C:23]([O:24][CH3:25])=[CH:22][C:5]([C:6]([NH:8][S:9]([C:12]2[CH:17]=[CH:16][CH:15]=[CH:14][C:13]=2[S:18](=[O:21])(=[O:20])[NH2:19])(=[O:11])=[O:10])=[O:7])=[CH:4][N:3]=1.[C:26]([CH:28]1[CH2:32][CH2:31][CH2:30][CH2:29]1)#[CH:27]. (2) Given the product [CH2:1]([O:3][C:4](=[O:19])[C:5]([CH3:18])([CH3:17])[CH2:6][CH2:7][CH2:8][CH:9]([Br:20])[C:10]1[CH:15]=[CH:14][CH:13]=[CH:12][C:11]=1[Cl:16])[CH3:2], predict the reactants needed to synthesize it. The reactants are: [CH2:1]([O:3][C:4](=[O:19])[C:5]([CH3:18])([CH3:17])[CH2:6][CH2:7][CH:8]=[CH:9][C:10]1[CH:15]=[CH:14][CH:13]=[CH:12][C:11]=1[Cl:16])[CH3:2].[BrH:20]. (3) Given the product [C:21]([CH:23]([C:2]1[C:7]([C:8]([F:11])([F:10])[F:9])=[CH:6][C:5]([N+:12]([O-:14])=[O:13])=[CH:4][N:3]=1)[C:24]([O:26][C:27]([CH3:30])([CH3:29])[CH3:28])=[O:25])#[N:22], predict the reactants needed to synthesize it. The reactants are: Cl[C:2]1[C:7]([C:8]([F:11])([F:10])[F:9])=[CH:6][C:5]([N+:12]([O-:14])=[O:13])=[CH:4][N:3]=1.C([O-])([O-])=O.[K+].[K+].[C:21]([CH2:23][C:24]([O:26][C:27]([CH3:30])([CH3:29])[CH3:28])=[O:25])#[N:22].CC(=O)OCC.